From a dataset of NCI-60 drug combinations with 297,098 pairs across 59 cell lines. Regression. Given two drug SMILES strings and cell line genomic features, predict the synergy score measuring deviation from expected non-interaction effect. (1) Drug 1: CN(C)N=NC1=C(NC=N1)C(=O)N. Drug 2: C1CN(P(=O)(OC1)NCCCl)CCCl. Cell line: SK-OV-3. Synergy scores: CSS=6.17, Synergy_ZIP=-1.41, Synergy_Bliss=1.89, Synergy_Loewe=-1.23, Synergy_HSA=0.855. (2) Drug 1: CC(CN1CC(=O)NC(=O)C1)N2CC(=O)NC(=O)C2. Drug 2: C(=O)(N)NO. Cell line: PC-3. Synergy scores: CSS=21.3, Synergy_ZIP=-2.68, Synergy_Bliss=0.519, Synergy_Loewe=-2.19, Synergy_HSA=2.32. (3) Drug 1: C1C(C(OC1N2C=C(C(=O)NC2=O)F)CO)O. Drug 2: N.N.Cl[Pt+2]Cl. Cell line: SNB-19. Synergy scores: CSS=34.6, Synergy_ZIP=-4.90, Synergy_Bliss=-3.69, Synergy_Loewe=-3.41, Synergy_HSA=-2.26. (4) Drug 1: CC1=C(C=C(C=C1)NC2=NC=CC(=N2)N(C)C3=CC4=NN(C(=C4C=C3)C)C)S(=O)(=O)N.Cl. Drug 2: CC1C(C(CC(O1)OC2CC(OC(C2O)C)OC3=CC4=CC5=C(C(=O)C(C(C5)C(C(=O)C(C(C)O)O)OC)OC6CC(C(C(O6)C)O)OC7CC(C(C(O7)C)O)OC8CC(C(C(O8)C)O)(C)O)C(=C4C(=C3C)O)O)O)O. Cell line: SNB-75. Synergy scores: CSS=11.2, Synergy_ZIP=16.5, Synergy_Bliss=18.5, Synergy_Loewe=21.1, Synergy_HSA=19.8. (5) Drug 1: COC1=C(C=C2C(=C1)N=CN=C2NC3=CC(=C(C=C3)F)Cl)OCCCN4CCOCC4. Drug 2: C1=CN(C=N1)CC(O)(P(=O)(O)O)P(=O)(O)O. Cell line: OVCAR-5. Synergy scores: CSS=21.8, Synergy_ZIP=-14.9, Synergy_Bliss=-14.7, Synergy_Loewe=-24.3, Synergy_HSA=-13.2.